This data is from Reaction yield outcomes from USPTO patents with 853,638 reactions. The task is: Predict the reaction yield, written as a fraction of the theoretical maximum amount of product (1.0 means a 100% yield; for example, 0.34 means a 34% yield). (1) The reactants are [Si](O[CH2:9][CH2:10][C:11]([C:14]1[NH:15][C:16]2[C:21]([CH:22]=1)=[CH:20][C:19]([N+:23]([O-:25])=[O:24])=[C:18]([F:26])[CH:17]=2)([CH3:13])[CH3:12])(C(C)(C)C)(C)C.CC1C=CC(S(OC[C@@H]2COC(C)(C)O2)(=O)=O)=CC=1.C([O-])([O-])=O.[Cs+].[Cs+]. The catalyst is CN(C=O)C. The product is [F:26][C:18]1[C:19]([N+:23]([O-:25])=[O:24])=[CH:20][C:21]2[CH:22]=[C:14]3[C:11]([CH3:13])([CH3:12])[CH2:10][CH2:9][N:15]3[C:16]=2[CH:17]=1. The yield is 0.480. (2) The reactants are Cl.Br[C:3]1[CH:8]=[CH:7][N:6]=[CH:5][CH:4]=1.C([O-])([O-])=O.[Na+].[Na+].C([Mg]Cl)(C)C.CON(C)[C:23](=[O:33])[CH2:24][NH:25][C:26](=[O:32])[O:27][C:28]([CH3:31])([CH3:30])[CH3:29]. The catalyst is C1COCC1.O.[Cl-].[Na+].O. The product is [O:33]=[C:23]([C:3]1[CH:8]=[CH:7][N:6]=[CH:5][CH:4]=1)[CH2:24][NH:25][C:26](=[O:32])[O:27][C:28]([CH3:30])([CH3:29])[CH3:31]. The yield is 0.520. (3) The reactants are [F:1][C:2]1[CH:7]=[CH:6][C:5]([O:8][C:9]2[CH:14]=[CH:13][CH:12]=[CH:11][C:10]=2[N+:15]([O-])=O)=[C:4]([O:18][CH3:19])[CH:3]=1.[Cl-].[NH4+]. The catalyst is CO.O.[Cl-].[Zn+2].[Cl-]. The product is [F:1][C:2]1[CH:7]=[CH:6][C:5]([O:8][C:9]2[CH:14]=[CH:13][CH:12]=[CH:11][C:10]=2[NH2:15])=[C:4]([O:18][CH3:19])[CH:3]=1. The yield is 1.00. (4) The catalyst is O. The reactants are [F:1][C:2]1[CH:3]=[C:4]([N:28]2[C:32]([OH:33])=[C:31](C(OCC)=O)[CH:30]=[N:29]2)[CH:5]=[CH:6][C:7]=1[N:8]1[CH:13]=[C:12]([O:14][CH3:15])[C:11](=[O:16])[C:10]([C:17]2[N:21]([C:22]3[CH:27]=[CH:26][CH:25]=[CH:24][CH:23]=3)[N:20]=[CH:19][CH:18]=2)=[N:9]1.[OH-].[Na+].CCO.Cl. The product is [F:1][C:2]1[CH:3]=[C:4]([N:28]2[C:32]([OH:33])=[CH:31][CH:30]=[N:29]2)[CH:5]=[CH:6][C:7]=1[N:8]1[CH:13]=[C:12]([O:14][CH3:15])[C:11](=[O:16])[C:10]([C:17]2[N:21]([C:22]3[CH:23]=[CH:24][CH:25]=[CH:26][CH:27]=3)[N:20]=[CH:19][CH:18]=2)=[N:9]1. The yield is 0.320. (5) The reactants are S(Cl)(Cl)=O.[NH2:5][C:6]1[CH:14]=[CH:13][C:9]([C:10]([OH:12])=[O:11])=[CH:8][C:7]=1[N+:15]([O-:17])=[O:16].[CH3:18]O. The product is [NH2:5][C:6]1[CH:14]=[CH:13][C:9]([C:10]([O:12][CH3:18])=[O:11])=[CH:8][C:7]=1[N+:15]([O-:17])=[O:16]. The yield is 1.00. No catalyst specified. (6) The reactants are I[C:2]1[CH:3]=[C:4]2[N:10]=[C:9]([NH:11]C(=O)OCC)[N:8]([CH2:17][C:18]3[CH:23]=[CH:22][C:21]([O:24][CH2:25][C:26]4[CH:31]=[CH:30][C:29]([C:32]([F:38])([F:37])[C:33]([F:36])([F:35])[F:34])=[CH:28][CH:27]=4)=[C:20]([O:39][CH3:40])[CH:19]=3)[C:5]2=[N:6][CH:7]=1.[CH3:41][N:42]1[CH:46]=[C:45](B2OC(C)(C)C(C)(C)O2)[CH:44]=[N:43]1. The catalyst is CN(C)C=O.C(=O)([O-])[O-].[Na+].[Na+].C1C=CC(P(C2C=CC=CC=2)[C-]2C=CC=C2)=CC=1.C1C=CC(P(C2C=CC=CC=2)[C-]2C=CC=C2)=CC=1.[Cl-].[Cl-].[Fe+2].[Pd+2]. The product is [CH3:40][O:39][C:20]1[CH:19]=[C:18]([CH:23]=[CH:22][C:21]=1[O:24][CH2:25][C:26]1[CH:31]=[CH:30][C:29]([C:32]([F:38])([F:37])[C:33]([F:36])([F:34])[F:35])=[CH:28][CH:27]=1)[CH2:17][N:8]1[C:5]2=[N:6][CH:7]=[C:2]([C:45]3[CH:44]=[N:43][N:42]([CH3:41])[CH:46]=3)[CH:3]=[C:4]2[N:10]=[C:9]1[NH2:11]. The yield is 0.140. (7) The reactants are C([C@H]1COC(=O)N1[C:14](=[O:24])[C@H:15]([C:17]1[CH:22]=[CH:21][C:20]([F:23])=[CH:19][CH:18]=1)[CH3:16])C1C=CC=CC=1.[BH4-].[Na+]. The catalyst is C1COCC1.O. The product is [F:23][C:20]1[CH:19]=[CH:18][C:17]([C@H:15]([CH3:16])[CH2:14][OH:24])=[CH:22][CH:21]=1. The yield is 0.970. (8) The reactants are [NH:1]1[C:9]2[C:4](=[CH:5][CH:6]=[CH:7][CH:8]=2)[C:3]2([C:13]3=[CH:14][C:15]4[O:19][CH2:18][O:17][C:16]=4[CH:20]=[C:12]3[O:11][CH2:10]2)[C:2]1=[O:21].[Cl:22][C:23]1[S:27][C:26]([CH2:28]O)=[N:25][N:24]=1.C(P(CCCC)CCCC)CCC.CN(C)C(N=NC(N(C)C)=O)=O. The catalyst is O1CCCC1. The product is [Cl:22][C:23]1[S:27][C:26]([CH2:28][N:1]2[C:9]3[C:4](=[CH:5][CH:6]=[CH:7][CH:8]=3)[C:3]3([C:13]4=[CH:14][C:15]5[O:19][CH2:18][O:17][C:16]=5[CH:20]=[C:12]4[O:11][CH2:10]3)[C:2]2=[O:21])=[N:25][N:24]=1. The yield is 0.240. (9) The reactants are [OH:1][CH2:2][CH2:3][C@@H:4]([NH:24][C:25](=[O:31])OC(C)(C)C)[CH2:5][C:6]1[CH:11]=[CH:10][C:9]([C:12]2[N:13]=[C:14]3[C:19]([CH:20]([OH:22])[CH3:21])=[CH:18][CH:17]=[CH:16][N:15]3[CH:23]=2)=[CH:8][CH:7]=1.Cl.O1CCOCC1.C(N(CC)C(C)C)(C)C.[Cl:48][C:49]1[CH:50]=[C:51]([CH:66]=[CH:67][C:68]=1[O:69][CH:70]([CH3:72])[CH3:71])C(OC1C(F)=C(F)C(F)=C(F)C=1F)=O. The catalyst is O. The product is [Cl:48][C:49]1[CH:50]=[C:51]([CH:66]=[CH:67][C:68]=1[O:69][CH:70]([CH3:72])[CH3:71])[C:25]([NH:24][C@@H:4]([CH2:5][C:6]1[CH:7]=[CH:8][C:9]([C:12]2[N:13]=[C:14]3[C:19]([CH:20]([OH:22])[CH3:21])=[CH:18][CH:17]=[CH:16][N:15]3[CH:23]=2)=[CH:10][CH:11]=1)[CH2:3][CH2:2][OH:1])=[O:31]. The yield is 0.530.